This data is from Catalyst prediction with 721,799 reactions and 888 catalyst types from USPTO. The task is: Predict which catalyst facilitates the given reaction. (1) Reactant: [CH3:1][C:2]1([CH2:8][OH:9])[CH2:7][CH2:6][O:5][CH2:4][CH2:3]1.CC(OI1(OC(C)=O)(OC(C)=O)OC(=O)C2C=CC=CC1=2)=O. Product: [CH3:1][C:2]1([CH:8]=[O:9])[CH2:7][CH2:6][O:5][CH2:4][CH2:3]1. The catalyst class is: 4. (2) Reactant: [NH2:1][C:2]1[C:3]([C:10]([NH:12][C:13](=[NH:34])[NH:14][CH2:15][CH2:16][CH2:17][CH2:18][C:19]2[C:28]3[C:23](=[CH:24][CH:25]=[CH:26][CH:27]=3)[C:22]([O:29][CH2:30][CH2:31][CH2:32][NH2:33])=[CH:21][CH:20]=2)=[O:11])=[N:4][C:5]([Cl:9])=[C:6]([NH2:8])[N:7]=1.[CH3:35][S:36]([OH:39])(=[O:38])=[O:37]. Product: [CH3:35][S:36]([OH:39])(=[O:38])=[O:37].[CH3:35][S:36]([OH:39])(=[O:38])=[O:37].[NH2:1][C:2]1[C:3]([C:10]([NH:12][C:13](=[NH:34])[NH:14][CH2:15][CH2:16][CH2:17][CH2:18][C:19]2[C:28]3[C:23](=[CH:24][CH:25]=[CH:26][CH:27]=3)[C:22]([O:29][CH2:30][CH2:31][CH2:32][NH2:33])=[CH:21][CH:20]=2)=[O:11])=[N:4][C:5]([Cl:9])=[C:6]([NH2:8])[N:7]=1. The catalyst class is: 14. (3) Reactant: [C:1]([C:3]1[CH:4]=[C:5]([OH:9])[CH:6]=[CH:7][CH:8]=1)#[N:2].[N-:10]=[N+:11]=[N-:12].[Na+].[Cl-].[NH4+]. Product: [N:2]1[NH:10][N:11]=[N:12][C:1]=1[C:3]1[CH:4]=[C:5]([OH:9])[CH:6]=[CH:7][CH:8]=1. The catalyst class is: 9. (4) Reactant: [CH2:1]([O:8][C:9]1[C:18](/[CH:19]=C/C)=[CH:17][CH:16]=[C:15]2[C:10]=1[CH:11]=[CH:12][CH:13]=[N:14]2)[C:2]1[CH:7]=[CH:6][CH:5]=[CH:4][CH:3]=1.[O:22]=[O+][O-].C(N(C(C)C)CC)(C)C. Product: [CH2:1]([O:8][C:9]1[C:18]([CH:19]=[O:22])=[CH:17][CH:16]=[C:15]2[C:10]=1[CH:11]=[CH:12][CH:13]=[N:14]2)[C:2]1[CH:7]=[CH:6][CH:5]=[CH:4][CH:3]=1. The catalyst class is: 2. (5) Reactant: Br[C:2]1[N:7]=[C:6]([Cl:8])[C:5]([NH2:9])=[C:4]([Cl:10])[CH:3]=1.[C:11]1(B(O)O)[CH:16]=[CH:15][CH:14]=[CH:13][CH:12]=1.C([O-])([O-])=O.[K+].[K+]. Product: [Cl:8][C:6]1[C:5]([NH2:9])=[C:4]([Cl:10])[CH:3]=[C:2]([C:11]2[CH:16]=[CH:15][CH:14]=[CH:13][CH:12]=2)[N:7]=1. The catalyst class is: 233. (6) Reactant: C(OC(=O)[NH:7][C@H:8]1[CH2:13][CH2:12][C@@H:11]([N:14]2[C:19](=[O:20])[C:18]3[CH:21]=[C:22]([F:25])[CH:23]=[N:24][C:17]=3[N:16]([C:26]3[CH:27]=[C:28]([C:32]4[CH:37]=[CH:36][C:35]([OH:38])=[CH:34][C:33]=4[CH2:39][N:40]4[CH2:45][CH2:44][O:43][CH2:42][CH2:41]4)[CH:29]=[CH:30][CH:31]=3)[C:15]2=[O:46])[CH2:10][CH2:9]1)(C)(C)C.C(O)=O. Product: [NH2:7][C@@H:8]1[CH2:13][CH2:12][C@H:11]([N:14]2[C:19](=[O:20])[C:18]3[CH:21]=[C:22]([F:25])[CH:23]=[N:24][C:17]=3[N:16]([C:26]3[CH:27]=[C:28]([C:32]4[CH:37]=[CH:36][C:35]([OH:38])=[CH:34][C:33]=4[CH2:39][N:40]4[CH2:45][CH2:44][O:43][CH2:42][CH2:41]4)[CH:29]=[CH:30][CH:31]=3)[C:15]2=[O:46])[CH2:10][CH2:9]1. The catalyst class is: 5. (7) Reactant: [CH2:1]([N:3]([CH2:11][C:12]1[CH:13]=[N:14][CH:15]=[C:16]([C:19]2[CH:20]=[C:21]3[C:25](=[CH:26][CH:27]=2)[N:24]([CH:28]2[CH2:33][CH2:32][CH2:31][CH2:30][O:29]2)[N:23]=[C:22]3[C:34]2[NH:35][C:36]([C:39](NCC3C=NC=CC=3)=[O:40])=[CH:37][N:38]=2)[C:17]=1[CH3:18])[C:4](=[O:10])[O:5][C:6]([CH3:9])([CH3:8])[CH3:7])[CH3:2].C(OC(N(CC1C(C)=C(C2C=C3C(=CC=2)N(C2CCCCO2)N=[C:69]3[C:81]2[NH:82][C:83]([C:86]([OH:88])=O)=CN=2)C=NC=1)CC)=O)(C)(C)C.CCN(CC)CC.N1CCOCC1.CN(C(ON1N=NC2C=CC=NC1=2)=[N+](C)C)C.F[P-](F)(F)(F)(F)F. Product: [CH2:1]([N:3]([CH2:11][C:12]1[CH:13]=[N:14][CH:15]=[C:16]([C:19]2[CH:20]=[C:21]3[C:25](=[CH:26][CH:27]=2)[N:24]([CH:28]2[CH2:33][CH2:32][CH2:31][CH2:30][O:29]2)[N:23]=[C:22]3[C:34]2[NH:35][C:36]([C:39]([N:82]3[CH2:81][CH2:69][O:88][CH2:86][CH2:83]3)=[O:40])=[CH:37][N:38]=2)[C:17]=1[CH3:18])[C:4](=[O:10])[O:5][C:6]([CH3:7])([CH3:9])[CH3:8])[CH3:2]. The catalyst class is: 2. (8) Reactant: [C:1]([C:3]1[CH:8]=[CH:7][C:6]([F:9])=[CH:5][CH:4]=1)#[CH:2].[Li]CCCC.[C:15](Cl)(=[O:18])[O:16][CH3:17]. Product: [F:9][C:6]1[CH:7]=[CH:8][C:3]([C:1]#[C:2][C:15]([O:16][CH3:17])=[O:18])=[CH:4][CH:5]=1. The catalyst class is: 28.